Dataset: Forward reaction prediction with 1.9M reactions from USPTO patents (1976-2016). Task: Predict the product of the given reaction. (1) Given the reactants C(CC1C=CC(C[CH2:10][CH2:11][NH:12][C:13]2[CH:18]=[C:17]([O:19][CH3:20])[C:16]([O:21][CH3:22])=[CH:15][C:14]=2[C@@H:23]2[CH2:32][CH2:31][C:30]3[CH:29]=[C:28]([O:33]C(=O)C(C)(C)C)[CH:27]=[CH:26][C:25]=3[CH2:24]2)=CC=1)(O)=O.[NH:42]1[CH2:46][CH2:45][CH2:44][CH2:43]1, predict the reaction product. The product is: [CH2:11]([N:12]([CH2:29][C:30]1[CH:31]=[CH:32][C:23]([CH2:14][CH2:13][N:42]2[CH2:46][CH2:45][CH2:44][CH2:43]2)=[CH:24][CH:25]=1)[C:13]1[CH:18]=[C:17]([O:19][CH3:20])[C:16]([O:21][CH3:22])=[CH:15][C:14]=1[C@@H:23]1[CH2:32][CH2:31][C:30]2[CH:29]=[C:28]([OH:33])[CH:27]=[CH:26][C:25]=2[CH2:24]1)[CH3:10]. (2) Given the reactants [CH3:1][C:2]1[O:6][N:5]=[C:4]([C:7]2[CH:12]=[CH:11][CH:10]=[CH:9][CH:8]=2)[C:3]=1[CH2:13][OH:14].O[C:16]1[CH:25]=[N:24][C:23]2[C:18](=[CH:19][CH:20]=[CH:21][CH:22]=2)[N:17]=1.C(P(CCCC)CCCC)CCC.CN(C)C(N=NC(N(C)C)=O)=O.C1(P(C2C=CC=CC=2)C2C=CC=CC=2)C=CC=CC=1.N(C(OCC)=O)=NC(OCC)=O, predict the reaction product. The product is: [CH3:1][C:2]1[O:6][N:5]=[C:4]([C:7]2[CH:12]=[CH:11][CH:10]=[CH:9][CH:8]=2)[C:3]=1[CH2:13][O:14][C:16]1[CH:25]=[N:24][C:23]2[C:18](=[CH:19][CH:20]=[CH:21][CH:22]=2)[N:17]=1. (3) Given the reactants Cl[C:2]1[N:7]=[C:6]([C:8]2[CH:13]=[CH:12][CH:11]=[C:10]([Cl:14])[N:9]=2)[N:5]=[C:4]([NH:15][CH:16]([CH3:18])[CH3:17])[N:3]=1.[NH2:19][C:20]1[CH:21]=[C:22]([CH:27]=[CH:28][CH:29]=1)[C:23]([O:25][CH3:26])=[O:24].C([O-])([O-])=O.[Cs+].[Cs+].C1C=CC(P(C2C(C3C(P(C4C=CC=CC=4)C4C=CC=CC=4)=CC=C4C=3C=CC=C4)=C3C(C=CC=C3)=CC=2)C2C=CC=CC=2)=CC=1, predict the reaction product. The product is: [Cl:14][C:10]1[N:9]=[C:8]([C:6]2[N:5]=[C:4]([NH:15][CH:16]([CH3:18])[CH3:17])[N:3]=[C:2]([NH:19][C:20]3[CH:21]=[C:22]([CH:27]=[CH:28][CH:29]=3)[C:23]([O:25][CH3:26])=[O:24])[N:7]=2)[CH:13]=[CH:12][CH:11]=1.